From a dataset of Reaction yield outcomes from USPTO patents with 853,638 reactions. Predict the reaction yield, written as a fraction of the theoretical maximum amount of product (1.0 means a 100% yield; for example, 0.34 means a 34% yield). The reactants are [C:1]([O:5][C:6]([N:8]([CH3:10])[NH2:9])=[O:7])([CH3:4])([CH3:3])[CH3:2].[CH2:11]([O:13][C:14]1[CH:19]=[CH:18][CH:17]=[CH:16][C:15]=1B(O)O)[CH3:12].C(N(CC)CC)C. The catalyst is ClCCCl.C([O-])(=O)C.[Cu+2].C([O-])(=O)C. The product is [C:1]([O:5][C:6]([N:8]([CH3:10])[NH:9][C:15]1[CH:16]=[CH:17][CH:18]=[CH:19][C:14]=1[O:13][CH2:11][CH3:12])=[O:7])([CH3:4])([CH3:3])[CH3:2]. The yield is 0.380.